Dataset: Reaction yield outcomes from USPTO patents with 853,638 reactions. Task: Predict the reaction yield, written as a fraction of the theoretical maximum amount of product (1.0 means a 100% yield; for example, 0.34 means a 34% yield). (1) The reactants are CS(OS(C)(=O)=O)(=O)=O.[C:10]([C:14]1[CH:15]=[C:16]([NH:20][C:21]([NH:23][CH2:24][C:25]2[CH:30]=[CH:29][CH:28]=[CH:27][C:26]=2[NH:31][C:32]2[CH:33]=[C:34]3[C:38](=[CH:39][CH:40]=2)[N:37]([CH2:41][CH2:42][CH2:43]O)[N:36]=[CH:35]3)=[O:22])[N:17]([CH3:19])[N:18]=1)([CH3:13])([CH3:12])[CH3:11].[CH:45]([N:48](C(C)C)[CH2:49]C)(C)C.CNC. The catalyst is C1COCC1. The product is [C:10]([C:14]1[CH:15]=[C:16]([NH:20][C:21]([NH:23][CH2:24][C:25]2[CH:30]=[CH:29][CH:28]=[CH:27][C:26]=2[NH:31][C:32]2[CH:40]=[C:39]3[C:38](=[CH:34][CH:33]=2)[N:37]([CH2:41][CH2:42][CH2:43][N:48]([CH3:49])[CH3:45])[N:36]=[CH:35]3)=[O:22])[N:17]([CH3:19])[N:18]=1)([CH3:11])([CH3:12])[CH3:13]. The yield is 0.430. (2) The reactants are Cl[C:2]1[CH:3]=[C:4]([NH:10][C:11]2[CH:20]=[C:14]3[CH2:15][N:16]([CH3:19])[CH2:17][CH2:18][N:13]3[N:12]=2)[C:5](=[O:9])[N:6]([CH3:8])[N:7]=1.[C:21]([O:24][CH2:25][C:26]1[C:27]([N:41]2[CH2:52][CH2:51][N:50]3[C:43](=[CH:44][C:45]4[CH2:46][C:47]([CH3:54])([CH3:53])[CH2:48][C:49]=43)[C:42]2=[O:55])=[N:28][CH:29]=[CH:30][C:31]=1B1OC(C)(C)C(C)(C)O1)(=[O:23])[CH3:22].[O-]P([O-])([O-])=O.[K+].[K+].[K+].C([O-])(=O)C.[Na+]. The catalyst is C1C=CC(P(C2C=CC=CC=2)[C-]2C=CC=C2)=CC=1.C1C=CC(P(C2C=CC=CC=2)[C-]2C=CC=C2)=CC=1.Cl[Pd]Cl.[Fe+2].O.C(#N)C. The product is [C:21]([O:24][CH2:25][C:26]1[C:27]([N:41]2[CH2:52][CH2:51][N:50]3[C:43](=[CH:44][C:45]4[CH2:46][C:47]([CH3:54])([CH3:53])[CH2:48][C:49]=43)[C:42]2=[O:55])=[N:28][CH:29]=[CH:30][C:31]=1[C:2]1[CH:3]=[C:4]([NH:10][C:11]2[CH:20]=[C:14]3[CH2:15][N:16]([CH3:19])[CH2:17][CH2:18][N:13]3[N:12]=2)[C:5](=[O:9])[N:6]([CH3:8])[N:7]=1)(=[O:23])[CH3:22]. The yield is 0.380. (3) The reactants are C([NH:5][S:6]([C:9]1[CH:10]=[C:11]([C:15]2[CH:20]=[CH:19][CH:18]=[C:17]([C:21]3[N:26]=[C:25]([C:27]4[CH:32]=[CH:31][C:30]([C:33]([F:36])([F:35])[F:34])=[C:29]([CH3:37])[CH:28]=4)[CH:24]=[C:23]([C:38]([F:41])([F:40])[F:39])[N:22]=3)[CH:16]=2)[CH:12]=[CH:13][CH:14]=1)(=[O:8])=[O:7])(C)(C)C.C(O)(C(F)(F)F)=O. The catalyst is ClCCl. The product is [CH3:37][C:29]1[CH:28]=[C:27]([C:25]2[CH:24]=[C:23]([C:38]([F:39])([F:40])[F:41])[N:22]=[C:21]([C:17]3[CH:16]=[C:15]([C:11]4[CH:12]=[CH:13][CH:14]=[C:9]([S:6]([NH2:5])(=[O:8])=[O:7])[CH:10]=4)[CH:20]=[CH:19][CH:18]=3)[N:26]=2)[CH:32]=[CH:31][C:30]=1[C:33]([F:35])([F:34])[F:36]. The yield is 0.540. (4) The reactants are [C:1]1([C:7]2[C:8](O[C:11](=[O:13])[CH:12]=2)=[O:9])[CH:6]=[CH:5][CH:4]=[CH:3][CH:2]=1.O.O.O.C([O-])(=O)C.[Na+].O.[NH2:23][NH2:24]. The product is [C:1]1([C:7]2[C:8](=[O:9])[NH:23][NH:24][C:11](=[O:13])[CH:12]=2)[CH:6]=[CH:5][CH:4]=[CH:3][CH:2]=1. The yield is 0.340. The catalyst is C(O)(=O)C. (5) The reactants are [OH:1][C:2]1[CH:7]=[CH:6][C:5]([S:8]([NH2:11])(=[O:10])=[O:9])=[CH:4][CH:3]=1.Br[CH2:13][CH2:14][CH2:15][CH2:16][CH2:17][CH2:18][NH:19][C:20](=[O:26])[O:21][C:22]([CH3:25])([CH3:24])[CH3:23].C([O-])([O-])=O.[K+].[K+]. The catalyst is C(#N)C.Cl. The product is [S:8]([C:5]1[CH:6]=[CH:7][C:2]([O:1][CH2:13][CH2:14][CH2:15][CH2:16][CH2:17][CH2:18][NH:19][C:20](=[O:26])[O:21][C:22]([CH3:25])([CH3:24])[CH3:23])=[CH:3][CH:4]=1)(=[O:9])(=[O:10])[NH2:11]. The yield is 0.430.